This data is from Forward reaction prediction with 1.9M reactions from USPTO patents (1976-2016). The task is: Predict the product of the given reaction. (1) Given the reactants [ClH:1].O1CCOCC1.C(OC([NH:15][CH:16]([C:47]1[CH:52]=[CH:51][CH:50]=[CH:49][CH:48]=1)[C:17]1[CH:18]=[C:19]([CH:44]=[CH:45][CH:46]=1)[O:20][CH2:21][C:22]1[O:26][N:25]=[C:24]([C:27]2[CH:43]=[CH:42][C:30]([C:31]([O:33][CH2:34][CH2:35][CH2:36][CH:37]3[O:41][CH2:40][CH2:39][O:38]3)=[O:32])=[CH:29][CH:28]=2)[N:23]=1)=O)(C)(C)C, predict the reaction product. The product is: [ClH:1].[NH2:15][CH:16]([C:47]1[CH:52]=[CH:51][CH:50]=[CH:49][CH:48]=1)[C:17]1[CH:18]=[C:19]([CH:44]=[CH:45][CH:46]=1)[O:20][CH2:21][C:22]1[O:26][N:25]=[C:24]([C:27]2[CH:28]=[CH:29][C:30]([C:31]([O:33][CH2:34][CH2:35][CH2:36][CH:37]3[O:38][CH2:39][CH2:40][O:41]3)=[O:32])=[CH:42][CH:43]=2)[N:23]=1. (2) Given the reactants [Br:1][C:2]1[C:3]([CH3:14])=[C:4]([CH:8]([OH:13])[CH2:9][CH2:10][CH2:11][CH3:12])[CH:5]=[CH:6][CH:7]=1.O[C:16]1[CH:28]=[CH:27][C:19]([O:20][CH2:21][C:22]([O:24][CH2:25][CH3:26])=[O:23])=[C:18]([CH3:29])[CH:17]=1.C1CCN(C(N=NC(N2CCCCC2)=O)=O)CC1.C(P(CCCC)CCCC)CCC, predict the reaction product. The product is: [Br:1][C:2]1[C:3]([CH3:14])=[C:4]([CH:8]([O:13][C:16]2[CH:28]=[CH:27][C:19]([O:20][CH2:21][C:22]([O:24][CH2:25][CH3:26])=[O:23])=[C:18]([CH3:29])[CH:17]=2)[CH2:9][CH2:10][CH2:11][CH3:12])[CH:5]=[CH:6][CH:7]=1. (3) Given the reactants Cl.[CH3:2][O:3][C:4](=[O:20])[C@@H:5]([NH2:19])[CH2:6][C:7]1[CH:12]=[CH:11][C:10]([C:13]2[CH:18]=[CH:17][CH:16]=[CH:15][CH:14]=2)=[CH:9][CH:8]=1.[Br:21][C:22]1[CH:23]=[CH:24][C:25]([OH:31])=[C:26]([CH:30]=1)[C:27](O)=[O:28].Cl, predict the reaction product. The product is: [CH3:2][O:3][C:4](=[O:20])[C@@H:5]([NH:19][C:27](=[O:28])[C:26]1[CH:30]=[C:22]([Br:21])[CH:23]=[CH:24][C:25]=1[OH:31])[CH2:6][C:7]1[CH:12]=[CH:11][C:10]([C:13]2[CH:18]=[CH:17][CH:16]=[CH:15][CH:14]=2)=[CH:9][CH:8]=1. (4) Given the reactants [CH3:1][NH:2][C:3]([NH2:5])=[O:4].C(=O)([O-])[O-:7].[Cs+].[Cs+].C1(P(C2C=CC=CC=2)C2[C:32]3[O:31]C4[C:25](=CC=CC=4P(C4C=CC=CC=4)C4C=CC=CC=4)[C:24](C)(C)[C:23]=3[CH:22]=[CH:21]C=2)C=CC=CC=1.O1[CH2:59][CH2:58][O:57][CH2:56]C1, predict the reaction product. The product is: [CH3:1][N:2]1[C:32](=[O:31])[C:23]2[C:22](=[CH:21][C:59]([C:58]([O:57][CH3:56])=[O:7])=[CH:25][CH:24]=2)[NH:5][C:3]1=[O:4]. (5) Given the reactants [NH:1]1[CH2:4][CH:3]([O:5][C:6]2[CH:17]=[CH:16][C:9]([CH2:10][N:11]3[CH2:15][CH2:14][CH2:13][CH2:12]3)=[C:8]([F:18])[CH:7]=2)[CH2:2]1.[C:19]1([C:25]2[O:29][C:28]([C:30](OCC)=[O:31])=[N:27][N:26]=2)[CH:24]=[CH:23][CH:22]=[CH:21][CH:20]=1, predict the reaction product. The product is: [F:18][C:8]1[CH:7]=[C:6]([CH:17]=[CH:16][C:9]=1[CH2:10][N:11]1[CH2:15][CH2:14][CH2:13][CH2:12]1)[O:5][CH:3]1[CH2:4][N:1]([C:30]([C:28]2[O:29][C:25]([C:19]3[CH:20]=[CH:21][CH:22]=[CH:23][CH:24]=3)=[N:26][N:27]=2)=[O:31])[CH2:2]1. (6) Given the reactants N#N.[Na].C([O:7][CH2:8][C:9]1[O:10][CH:11]=[C:12]([C:14]([O:16][CH3:17])=[O:15])[N:13]=1)(=O)C.[NH4+].[Cl-], predict the reaction product. The product is: [OH:7][CH2:8][C:9]1[O:10][CH:11]=[C:12]([C:14]([O:16][CH3:17])=[O:15])[N:13]=1. (7) Given the reactants [OH:1][C:2]1[CH:3]=[C:4]([CH:7]=[CH:8][CH:9]=1)[CH:5]=[O:6].C(=O)([O-])[O-].[K+].[K+].CS(O[CH:21]([CH3:31])[CH2:22][O:23][CH2:24][C:25]1[CH:30]=[CH:29][CH:28]=[CH:27][CH:26]=1)(=O)=O, predict the reaction product. The product is: [CH2:24]([O:23][CH2:22][CH:21]([O:1][C:2]1[CH:3]=[C:4]([CH:7]=[CH:8][CH:9]=1)[CH:5]=[O:6])[CH3:31])[C:25]1[CH:30]=[CH:29][CH:28]=[CH:27][CH:26]=1. (8) Given the reactants [NH2:1][C:2]1[C:7]([C:8]#N)=[CH:6][N:5]=[C:4]([NH:10][C:11]2[CH:16]=[CH:15][CH:14]=[CH:13][CH:12]=2)[N:3]=1.[H-].C([Al+]CC(C)C)C(C)C.[O:27]1CCCC1, predict the reaction product. The product is: [NH2:1][C:2]1[C:7]([CH:8]=[O:27])=[CH:6][N:5]=[C:4]([NH:10][C:11]2[CH:16]=[CH:15][CH:14]=[CH:13][CH:12]=2)[N:3]=1.